The task is: Predict the reaction yield, written as a fraction of the theoretical maximum amount of product (1.0 means a 100% yield; for example, 0.34 means a 34% yield).. This data is from Reaction yield outcomes from USPTO patents with 853,638 reactions. (1) The reactants are N(C(C)C)[CH:2]([CH3:4])[CH3:3].[Li]CCCC.[C:13]1(=[O:20])[CH2:18][CH2:17][CH2:16][C:15](=[O:19])[CH2:14]1.C(Br)C=C.Cl. The catalyst is C1COCC1.CN(P(N(C)C)(N(C)C)=O)C. The product is [CH2:4]([CH:18]1[CH2:17][CH2:16][C:15](=[O:19])[CH2:14][C:13]1=[O:20])[CH:2]=[CH2:3]. The yield is 0.300. (2) The reactants are Br[C:2]1[CH:7]=[CH:6][C:5]([C:8]([F:11])([F:10])[F:9])=[CH:4][CH:3]=1.[CH2:12]([O:14][C:15]([C:17]1[N:18]=[C:19]([C:22]2[CH:27]=[CH:26][C:25]([Cl:28])=[CH:24][CH:23]=2)[S:20][CH:21]=1)=[O:16])[CH3:13].C(=O)([O-])[O-].[Cs+].[Cs+].C1(P(C2C=CC=CC=2)C2C=CC3C(=CC=CC=3)C=2C2C3C(=CC=CC=3)C=CC=2P(C2C=CC=CC=2)C2C=CC=CC=2)C=CC=CC=1. The catalyst is C1(C)C=CC=CC=1.CC([O-])=O.CC([O-])=O.[Pd+2].O. The product is [CH2:12]([O:14][C:15]([C:17]1[N:18]=[C:19]([C:22]2[CH:23]=[CH:24][C:25]([Cl:28])=[CH:26][CH:27]=2)[S:20][C:21]=1[C:2]1[CH:7]=[CH:6][C:5]([C:8]([F:11])([F:10])[F:9])=[CH:4][CH:3]=1)=[O:16])[CH3:13]. The yield is 0.550.